Task: Predict the product of the given reaction.. Dataset: Forward reaction prediction with 1.9M reactions from USPTO patents (1976-2016) (1) Given the reactants [H-].[Na+].[CH3:3][CH:4]1[CH2:9][CH2:8][N:7]([C:10]([C:12]2[CH:20]=[CH:19][C:18]3[NH:17][C:16]4[CH2:21][CH2:22][N:23]([C:25]([O:27][C:28]([CH3:31])([CH3:30])[CH3:29])=[O:26])[CH2:24][C:15]=4[C:14]=3[CH:13]=2)=[O:11])[CH2:6][CH2:5]1.[CH3:32][N:33]([CH3:38])[S:34](Cl)(=[O:36])=[O:35], predict the reaction product. The product is: [CH3:32][N:33]([CH3:38])[S:34]([N:17]1[C:18]2[CH:19]=[CH:20][C:12]([C:10]([N:7]3[CH2:8][CH2:9][CH:4]([CH3:3])[CH2:5][CH2:6]3)=[O:11])=[CH:13][C:14]=2[C:15]2[CH2:24][N:23]([C:25]([O:27][C:28]([CH3:30])([CH3:29])[CH3:31])=[O:26])[CH2:22][CH2:21][C:16]1=2)(=[O:36])=[O:35]. (2) Given the reactants [CH3:1][C:2]1[O:6][N:5]=[C:4]([C:7]2[CH:12]=[CH:11][CH:10]=[CH:9][CH:8]=2)[C:3]=1[C:13]([NH:15][NH2:16])=[O:14].[CH3:17][O:18][C:19]1[N:27]=[C:26]([O:28][CH3:29])[CH:25]=[CH:24][C:20]=1[C:21](O)=O, predict the reaction product. The product is: [CH3:17][O:18][C:19]1[C:20]([C:21]2[O:14][C:13]([C:3]3[C:4]([C:7]4[CH:12]=[CH:11][CH:10]=[CH:9][CH:8]=4)=[N:5][O:6][C:2]=3[CH3:1])=[N:15][N:16]=2)=[CH:24][CH:25]=[C:26]([O:28][CH3:29])[N:27]=1. (3) Given the reactants [Cl:1][C:2]1[C:3]([C:9]2[CH:14]=[CH:13][CH:12]=[C:11]([NH:15][CH2:16][C:17]3[CH:22]=[CH:21][CH:20]=[C:19]([F:23])[CH:18]=3)[N:10]=2)=[CH:4][C:5](F)=[N:6][CH:7]=1.[NH2:24][C@@H:25]1[CH2:29][CH2:28][C@H:27]([C:30]([OH:32])=[O:31])[CH2:26]1.[OH-].[K+], predict the reaction product. The product is: [Cl:1][C:2]1[C:3]([C:9]2[CH:14]=[CH:13][CH:12]=[C:11]([NH:15][CH2:16][C:17]3[CH:22]=[CH:21][CH:20]=[C:19]([F:23])[CH:18]=3)[N:10]=2)=[CH:4][C:5]([NH:24][C@@H:25]2[CH2:29][CH2:28][C@H:27]([C:30]([OH:32])=[O:31])[CH2:26]2)=[N:6][CH:7]=1. (4) Given the reactants C[N:2](C)[CH:3]=[CH:4][C:5]([C:7]1[C:12](=[O:13])[CH:11]=[CH:10][N:9]([C:14]2[CH:19]=[CH:18][CH:17]=[C:16]([C:20]([F:23])([F:22])[F:21])[CH:15]=2)[N:8]=1)=O.Cl.[Cl:26][C:27]1[CH:32]=[CH:31][C:30]([NH:33]N)=[CH:29][CH:28]=1.CCN(CC)CC, predict the reaction product. The product is: [Cl:26][C:27]1[CH:32]=[CH:31][C:30]([N:33]2[C:5]([C:7]3[C:12](=[O:13])[CH:11]=[CH:10][N:9]([C:14]4[CH:19]=[CH:18][CH:17]=[C:16]([C:20]([F:23])([F:22])[F:21])[CH:15]=4)[N:8]=3)=[CH:4][CH:3]=[N:2]2)=[CH:29][CH:28]=1. (5) Given the reactants [CH3:1][O:2][C:3]1[C:12]([C:13]([OH:15])=O)=[CH:11][C:10]2[C:5](=[CH:6][CH:7]=[CH:8][CH:9]=2)[N:4]=1.C1C=CC2N(O)N=NC=2C=1.CCN=C=NCCCN(C)C.Cl.[C:38]([O:42][C:43]([NH:45][NH2:46])=[O:44])([CH3:41])([CH3:40])[CH3:39], predict the reaction product. The product is: [CH3:1][O:2][C:3]1[C:12]([C:13]([NH:46][NH:45][C:43]([O:42][C:38]([CH3:41])([CH3:40])[CH3:39])=[O:44])=[O:15])=[CH:11][C:10]2[C:5](=[CH:6][CH:7]=[CH:8][CH:9]=2)[N:4]=1. (6) Given the reactants [Br:1][C:2]1[CH:3]=[CH:4][C:5]([Cl:10])=[C:6]([CH:9]=1)[CH2:7]O.S(Cl)([Cl:13])=O, predict the reaction product. The product is: [Br:1][C:2]1[CH:3]=[CH:4][C:5]([Cl:10])=[C:6]([CH:9]=1)[CH2:7][Cl:13]. (7) Given the reactants Cl.C[O:3][C:4](=[O:39])[C:5]1[CH:10]=[CH:9][C:8]([CH2:11][O:12][C:13]2[CH:18]=[CH:17][C:16]([CH2:19][C@H:20]([NH2:38])[C:21]3[N:22]([CH2:34][CH2:35][CH2:36][CH3:37])[CH:23]=[C:24]([C:26]4[CH:31]=[CH:30][C:29]([Cl:32])=[CH:28][C:27]=4[Cl:33])[N:25]=3)=[CH:15][CH:14]=2)=[CH:7][CH:6]=1.[CH3:40][O:41][C:42]1[CH:47]=[CH:46][C:45]([CH2:48][CH2:49][CH2:50][C:51](O)=[O:52])=[CH:44][CH:43]=1, predict the reaction product. The product is: [CH2:34]([N:22]1[CH:23]=[C:24]([C:26]2[CH:31]=[CH:30][C:29]([Cl:32])=[CH:28][C:27]=2[Cl:33])[N:25]=[C:21]1[C@@H:20]([NH:38][C:51](=[O:52])[CH2:50][CH2:49][CH2:48][C:45]1[CH:44]=[CH:43][C:42]([O:41][CH3:40])=[CH:47][CH:46]=1)[CH2:19][C:16]1[CH:15]=[CH:14][C:13]([O:12][CH2:11][C:8]2[CH:7]=[CH:6][C:5]([C:4]([OH:3])=[O:39])=[CH:10][CH:9]=2)=[CH:18][CH:17]=1)[CH2:35][CH2:36][CH3:37].